This data is from Reaction yield outcomes from USPTO patents with 853,638 reactions. The task is: Predict the reaction yield, written as a fraction of the theoretical maximum amount of product (1.0 means a 100% yield; for example, 0.34 means a 34% yield). (1) The reactants are [F:1][C:2]1[CH:10]=[CH:9][C:5]([C:6](Cl)=[O:7])=[CH:4][CH:3]=1.[NH2:11][C:12]1([C:18]([OH:20])=[O:19])[CH2:17][CH2:16][CH2:15][CH2:14][CH2:13]1.C(=O)([O-])[O-].[Na+].[Na+]. The catalyst is CCOCC.O. The product is [F:1][C:2]1[CH:10]=[CH:9][C:5]([C:6]([NH:11][C:12]2([C:18]([OH:20])=[O:19])[CH2:17][CH2:16][CH2:15][CH2:14][CH2:13]2)=[O:7])=[CH:4][CH:3]=1. The yield is 0.660. (2) The reactants are Cl[S:2]([N:5]=[C:6]=[O:7])(=[O:4])=[O:3].[C:8]([OH:12])([CH3:11])([CH3:10])[CH3:9].[CH3:13][C:14]1[N:19]=[C:18]([C:20]2[CH:25]=[CH:24][CH:23]=[C:22]([C:26]3[CH:27]=[C:28]([NH2:32])[CH:29]=[CH:30][CH:31]=3)[N:21]=2)[CH:17]=[C:16]([C:33]2[CH:38]=[CH:37][C:36]([C:39]([F:42])([F:41])[F:40])=[CH:35][CH:34]=2)[CH:15]=1.C(N(CC)CC)C. The catalyst is ClCCl. The product is [C:8]([O:12][C:6]([NH:5][S:2]([NH:32][C:28]1[CH:29]=[CH:30][CH:31]=[C:26]([C:22]2[N:21]=[C:20]([C:18]3[CH:17]=[C:16]([C:33]4[CH:38]=[CH:37][C:36]([C:39]([F:42])([F:41])[F:40])=[CH:35][CH:34]=4)[CH:15]=[C:14]([CH3:13])[N:19]=3)[CH:25]=[CH:24][CH:23]=2)[CH:27]=1)(=[O:4])=[O:3])=[O:7])([CH3:11])([CH3:10])[CH3:9]. The yield is 0.350. (3) The catalyst is CN(C=O)C. The product is [C:3]([O:7][C:8](=[O:19])[N:9]([C:10]1[CH:11]=[C:12]([CH3:18])[C:13]([Br:17])=[C:14]([CH3:16])[CH:15]=1)[CH3:20])([CH3:6])([CH3:5])[CH3:4]. The yield is 0.920. The reactants are IC.[C:3]([O:7][C:8](=[O:19])[NH:9][C:10]1[CH:15]=[C:14]([CH3:16])[C:13]([Br:17])=[C:12]([CH3:18])[CH:11]=1)([CH3:6])([CH3:5])[CH3:4].[C:20](=O)([O-])[O-].[Cs+].[Cs+].[Cl-].[NH4+]. (4) The reactants are [Cl-].O[NH3+:3].[C:4](=[O:7])([O-])[OH:5].[Na+].CS(C)=O.[CH2:13]([C:17]1[N:22]2[N:23]=[CH:24][N:25]=[C:21]2[N:20]([C@H:26]2[CH2:31][CH2:30][C@H:29]([O:32][CH:33]([CH3:38])[C:34]([OH:37])([CH3:36])[CH3:35])[CH2:28][CH2:27]2)[C:19](=[O:39])[C:18]=1[CH2:40][C:41]1[CH:46]=[CH:45][C:44]([C:47]2[C:48]([C:53]#[N:54])=[CH:49][CH:50]=[CH:51][CH:52]=2)=[CH:43][CH:42]=1)[CH2:14][CH2:15][CH3:16]. The catalyst is C(OCC)(=O)C. The product is [CH2:13]([C:17]1[N:22]2[N:23]=[CH:24][N:25]=[C:21]2[N:20]([C@H:26]2[CH2:31][CH2:30][C@H:29]([O:32][CH:33]([CH3:38])[C:34]([OH:37])([CH3:36])[CH3:35])[CH2:28][CH2:27]2)[C:19](=[O:39])[C:18]=1[CH2:40][C:41]1[CH:46]=[CH:45][C:44]([C:47]2[CH:52]=[CH:51][CH:50]=[CH:49][C:48]=2[C:53]2[NH:3][C:4](=[O:7])[O:5][N:54]=2)=[CH:43][CH:42]=1)[CH2:14][CH2:15][CH3:16]. The yield is 0.560. (5) The reactants are [NH2:1][C:2]1[CH:3]=[C:4]([C:9]2[CH:10]=[CH:11][C:12]3[O:18][CH2:17][CH2:16][N:15]([C:19]([N:21]4[CH:26]5[CH2:27][CH2:28][CH:22]4[CH2:23][C:24]([C:30]([F:33])([F:32])[F:31])([OH:29])[CH2:25]5)=[O:20])[CH2:14][C:13]=3[CH:34]=2)[CH:5]=[N:6][C:7]=1[NH2:8].[CH:35](OC)(OC)OC. The catalyst is C(OCC)C. The product is [NH:1]1[C:2]2[C:7](=[N:6][CH:5]=[C:4]([C:9]3[CH:10]=[CH:11][C:12]4[O:18][CH2:17][CH2:16][N:15]([C:19]([N:21]5[CH:22]6[CH2:28][CH2:27][CH:26]5[CH2:25][C:24]([C:30]([F:33])([F:32])[F:31])([OH:29])[CH2:23]6)=[O:20])[CH2:14][C:13]=4[CH:34]=3)[CH:3]=2)[N:8]=[CH:35]1. The yield is 0.290. (6) The reactants are [N:1]1([C:7](=[O:24])[CH2:8][C:9]2[CH:14]=[CH:13][C:12](B3OC(C)(C)C(C)(C)O3)=[CH:11][CH:10]=2)[CH2:6][CH2:5][O:4][CH2:3][CH2:2]1.Br[C:26]1[CH:27]=[C:28]([C:33]2[N:34]=[N:35][N:36]([CH:38]([CH3:40])[CH3:39])[CH:37]=2)[C:29]([NH2:32])=[N:30][CH:31]=1.C([O-])([O-])=O.[Cs+].[Cs+].N#N. The catalyst is O1CCOCC1.C1C=CC([P]([Pd]([P](C2C=CC=CC=2)(C2C=CC=CC=2)C2C=CC=CC=2)([P](C2C=CC=CC=2)(C2C=CC=CC=2)C2C=CC=CC=2)[P](C2C=CC=CC=2)(C2C=CC=CC=2)C2C=CC=CC=2)(C2C=CC=CC=2)C2C=CC=CC=2)=CC=1.O. The product is [NH2:32][C:29]1[N:30]=[CH:31][C:26]([C:12]2[CH:11]=[CH:10][C:9]([CH2:8][C:7]([N:1]3[CH2:2][CH2:3][O:4][CH2:5][CH2:6]3)=[O:24])=[CH:14][CH:13]=2)=[CH:27][C:28]=1[C:33]1[N:34]=[N:35][N:36]([CH:38]([CH3:40])[CH3:39])[CH:37]=1. The yield is 0.277.